From a dataset of hERG potassium channel inhibition data for cardiac toxicity prediction from Karim et al.. Regression/Classification. Given a drug SMILES string, predict its toxicity properties. Task type varies by dataset: regression for continuous values (e.g., LD50, hERG inhibition percentage) or binary classification for toxic/non-toxic outcomes (e.g., AMES mutagenicity, cardiotoxicity, hepatotoxicity). Dataset: herg_karim. (1) The compound is COc1cnc2ccc(=O)n(C[C@@H](N)C3CCC(NCc4ccc5c(n4)NC(=O)CO5)CC3)c2c1. The result is 0 (non-blocker). (2) The result is 1 (blocker). The compound is Cc1[nH]ncc1C(=O)N[C@@H]1CC(C)(C)Oc2nc(-c3ccc(Cl)cc3Cl)c(-c3ccc(Cl)cc3)cc21. (3) The molecule is COc1ccc2c(c1)[C@@H]1C[C@]1(C(=O)N1C3CCC1CN(C)C3)Cn1c-2c(C2CCCCC2)c2ccc(C(=O)NS(=O)(=O)C3CCC3)cc21. The result is 0 (non-blocker). (4) The molecule is O=C([C@@H]1C[C@H]1c1ccc(C(F)(F)F)cc1)N1CCN(S(=O)(=O)c2cc(-c3cn[nH]n3)cc(C(F)(F)F)c2)CC1. The result is 1 (blocker). (5) The molecule is Cc1cc(N2CC[C@@H](N3CCC[C@@H]3C)C2)ccc1NC(=O)c1cc(F)ccc1C. The result is 1 (blocker). (6) The drug is CS(=O)(=O)Cc1cc(N2CCOCC2)nc(-c2ccc(NS(C)(=O)=O)cc2)n1. The result is 0 (non-blocker). (7) The molecule is O=C(Cc1ccc(F)cc1)NC1CCN(CCC(NC(=O)C2CCC2)c2ccccc2)CC1. The result is 1 (blocker). (8) The compound is Nc1ncc(-c2ccc(C(=O)N3CCNCC3)cc2)cc1-c1ccc(C(F)(F)F)nc1. The result is 0 (non-blocker). (9) The drug is N#Cc1ccc(Cn2cncc2CN[C@H]2CCN(C(=O)c3cccnc3O)C2=O)cc1. The result is 0 (non-blocker). (10) The molecule is COc1ccc(C2CCN(CC[C@H]3CCOc4ccccc43)CC2)cc1OC. The result is 1 (blocker).